From a dataset of Reaction yield outcomes from USPTO patents with 853,638 reactions. Predict the reaction yield, written as a fraction of the theoretical maximum amount of product (1.0 means a 100% yield; for example, 0.34 means a 34% yield). (1) The reactants are [Cl:1][S:2]([OH:5])(=O)=[O:3].[CH3:6][C:7]1[O:8][C:9]2[CH:15]=[CH:14][CH:13]=[CH:12][C:10]=2[N:11]=1. No catalyst specified. The product is [CH3:6][C:7]1[O:8][C:9]2[CH:15]=[C:14]([S:2]([Cl:1])(=[O:5])=[O:3])[CH:13]=[CH:12][C:10]=2[N:11]=1. The yield is 0.590. (2) The reactants are [Cl:1][C:2]1[CH:11]=[C:10]([C:12]([CH3:15])([CH3:14])[CH3:13])[CH:9]=[CH:8][C:3]=1[C:4](OC)=[O:5].[H-].C([Al+]CC(C)C)C(C)C.Cl. The catalyst is ClCCl.C1(C)C=CC=CC=1. The product is [Cl:1][C:2]1[CH:11]=[C:10]([C:12]([CH3:15])([CH3:14])[CH3:13])[CH:9]=[CH:8][C:3]=1[CH2:4][OH:5]. The yield is 0.510.